This data is from Full USPTO retrosynthesis dataset with 1.9M reactions from patents (1976-2016). The task is: Predict the reactants needed to synthesize the given product. (1) Given the product [CH3:38][O:37][C:8]1[C:9]([CH2:13][CH:14]([NH:28][C:29](=[O:36])[CH2:30][NH:31][C:32]([O:34][CH3:35])=[O:33])[B:15]2[O:23][CH:22]3[C:17]([CH3:27])([CH:18]4[CH2:24][CH:20]([CH2:21]3)[C:19]4([CH3:26])[CH3:25])[O:16]2)=[CH:10][CH:11]=[CH:12][C:7]=1[C:6]([OH:39])=[O:5], predict the reactants needed to synthesize it. The reactants are: C([O:5][C:6](=[O:39])[C:7]1[CH:12]=[CH:11][CH:10]=[C:9]([CH2:13][CH:14]([NH:28][C:29](=[O:36])[CH2:30][NH:31][C:32]([O:34][CH3:35])=[O:33])[B:15]2[O:23][CH:22]3[C:17]([CH3:27])([CH:18]4[CH2:24][CH:20]([CH2:21]3)[C:19]4([CH3:26])[CH3:25])[O:16]2)[C:8]=1[O:37][CH3:38])(C)(C)C.FC(F)(F)C(O)=O. (2) Given the product [CH3:28][CH:27]1[N:7]2[N:8]=[C:9]([CH2:11][O:12][C:13]3[CH:14]=[CH:15][CH:16]=[CH:17][CH:18]=3)[CH:10]=[C:6]2[C:4](=[O:5])[NH:25][CH2:26]1, predict the reactants needed to synthesize it. The reactants are: C(O[C:4]([C:6]1[NH:7][N:8]=[C:9]([CH2:11][O:12][C:13]2[CH:18]=[CH:17][CH:16]=[CH:15][CH:14]=2)[CH:10]=1)=[O:5])C.C(OC(=O)[NH:25][CH2:26][CH:27](O)[CH3:28])(C)(C)C.C(OC(C1N(CC(NC(OC(C)(C)C)=O)C)N=C(COC2C=CC=CC=2)C=1)=O)C.O(CC1C=C2C(=O)NCCN2N=1)C1C=CC=CC=1. (3) Given the product [C:23]([C:25]1[CH:34]=[CH:33][C:28]([C:29]2[N:12]=[C:11]([C:9]3[CH:10]=[C:5]([C:3]([OH:2])=[O:4])[C:6]([C:14]4[CH:19]=[CH:18][CH:17]=[CH:16][C:15]=4[N+:20]([O-:22])=[O:21])=[CH:7][CH:8]=3)[S:13][CH:30]=2)=[CH:27][CH:26]=1)#[N:24], predict the reactants needed to synthesize it. The reactants are: C[O:2][C:3]([C:5]1[C:6]([C:14]2[CH:19]=[CH:18][CH:17]=[CH:16][C:15]=2[N+:20]([O-:22])=[O:21])=[CH:7][CH:8]=[C:9]([C:11](=[S:13])[NH2:12])[CH:10]=1)=[O:4].[C:23]([C:25]1[CH:34]=[CH:33][C:28]([C:29](=O)[CH2:30]Br)=[CH:27][CH:26]=1)#[N:24]. (4) Given the product [CH3:13][C:9]1[C:10]([CH3:12])([CH3:11])[C:4]2[C:5]([N:8]=1)=[N:6][CH:7]=[CH:2][CH:3]=2, predict the reactants needed to synthesize it. The reactants are: Cl[C:2]1[CH:3]=[C:4]2[C:10]([CH3:12])([CH3:11])[C:9]([CH3:13])=[N:8][C:5]2=[N:6][CH:7]=1.N(C1C=CC=CN=1)N. (5) Given the product [CH3:1][O:2][C:3](=[O:16])[CH2:4][CH2:5][C:6]1[C:14]2[C:9](=[CH:10][CH:11]=[C:12]([F:15])[CH:13]=2)[NH:8][CH:7]=1, predict the reactants needed to synthesize it. The reactants are: [CH3:1][O:2][C:3](=[O:16])/[CH:4]=[CH:5]/[C:6]1[C:14]2[C:9](=[CH:10][CH:11]=[C:12]([F:15])[CH:13]=2)[NH:8][CH:7]=1. (6) The reactants are: [OH:1][C:2]1[CH:7]=[CH:6][C:5]([C:8]2[N:13]=[C:12]3[NH:14][N:15]=[C:16]([CH3:17])[C:11]3=[C:10]([C:18]([N:20]3[CH2:25][CH2:24][NH:23][CH2:22][CH2:21]3)=[O:19])[CH:9]=2)=[CH:4][CH:3]=1.[CH:26]1(C2C3C(C(O)=O)=CC(C4C=CC(O)=CC=4)=NC=3NN=2)C[CH2:27]1.C1(C2NN=C(N)C=2)CC1.COC(=O)C(C)=O.OC1C=CC(C=O)=CC=1.N1(C(OC(C)(C)C)=O)CCNCC1. Given the product [CH:17]1([C:16]2[C:11]3[C:12](=[N:13][C:8]([C:5]4[CH:4]=[CH:3][C:2]([OH:1])=[CH:7][CH:6]=4)=[CH:9][C:10]=3[C:18]([N:20]3[CH2:21][CH2:22][NH:23][CH2:24][CH2:25]3)=[O:19])[NH:14][N:15]=2)[CH2:27][CH2:26]1, predict the reactants needed to synthesize it. (7) Given the product [CH:12]1([CH2:13][C:17]2[CH:18]=[C:19]([C:22]([F:23])([F:24])[F:25])[CH:20]=[CH:21][C:16]=2[O:15][CH3:14])[CH2:10][CH2:11]1, predict the reactants needed to synthesize it. The reactants are: CN(C)CCN(C)C.[Li][CH2:10][CH2:11][CH2:12][CH3:13].[CH3:14][O:15][C:16]1[CH:21]=[CH:20][C:19]([C:22]([F:25])([F:24])[F:23])=[CH:18][CH:17]=1.C1(CBr)CC1.